From a dataset of Full USPTO retrosynthesis dataset with 1.9M reactions from patents (1976-2016). Predict the reactants needed to synthesize the given product. (1) Given the product [Br:1][C:2]1[CH:7]=[CH:6][C:5]([CH2:8][CH2:9][CH2:10][N:12]2[CH2:13][CH2:14][O:15][CH2:16][CH2:17]2)=[CH:4][CH:3]=1, predict the reactants needed to synthesize it. The reactants are: [Br:1][C:2]1[CH:7]=[CH:6][C:5]([CH2:8][CH2:9][C:10]([N:12]2[CH2:17][CH2:16][O:15][CH2:14][CH2:13]2)=O)=[CH:4][CH:3]=1.CSC.C(OCC)C.Cl. (2) Given the product [C:28]([C:25]1[C:26]2[O:27][C:19]([C:16]3[CH:17]=[CH:18][C:13]([C:9]4([NH:8][C:6](=[O:7])[O:5][C:1]([CH3:4])([CH3:3])[CH3:2])[CH2:12][CH2:11][CH2:10]4)=[CH:14][CH:15]=3)=[C:20]([C:34]3[CH:39]=[CH:38][CH:37]=[CH:36][CH:35]=3)[C:21]=2[C:22](=[O:33])[N:23]([CH3:32])[CH:24]=1)(=[O:29])[NH2:41], predict the reactants needed to synthesize it. The reactants are: [C:1]([O:5][C:6]([NH:8][C:9]1([C:13]2[CH:18]=[CH:17][C:16]([C:19]3[O:27][C:26]4[C:25]([C:28](OC)=[O:29])=[CH:24][N:23]([CH3:32])[C:22](=[O:33])[C:21]=4[C:20]=3[C:34]3[CH:39]=[CH:38][CH:37]=[CH:36][CH:35]=3)=[CH:15][CH:14]=2)[CH2:12][CH2:11][CH2:10]1)=[O:7])([CH3:4])([CH3:3])[CH3:2].C[N:41](C=O)C. (3) Given the product [NH2:33][C:31]1[S:32][C:23]([C:24](=[O:26])[CH3:25])=[C:22]([C:21]([F:29])([F:28])[F:20])[N:30]=1, predict the reactants needed to synthesize it. The reactants are: OC1C(OS(C2C=CC(C)=CC=2)(=O)=O)=C(I)C=CC=1.[F:20][C:21]([F:29])([F:28])[C:22](=O)[CH2:23][C:24](=[O:26])[CH3:25].[NH2:30][C:31]([NH2:33])=[S:32]. (4) Given the product [C:1]([NH:9][C:10]1[N:18]=[C:17]([O:19][CH:20]2[CH2:24][CH2:23][CH2:22][CH2:21]2)[N:16]=[C:15]2[C:11]=1[N:12]=[CH:13][N:14]2[C@@H:25]1[O:47][C@H:46]([CH2:48][OH:49])[C@@H:36]([OH:37])[C@H:26]1[OH:27])(=[O:8])[C:2]1[CH:7]=[CH:6][CH:5]=[CH:4][CH:3]=1, predict the reactants needed to synthesize it. The reactants are: [C:1]([NH:9][C:10]1[N:18]=[C:17]([O:19][CH:20]2[CH2:24][CH2:23][CH2:22][CH2:21]2)[N:16]=[C:15]2[C:11]=1[N:12]=[CH:13][N:14]2[C@@H:25]1[O:47][C@H:46]([CH2:48][O:49]C(=O)C2C=CC=CC=2)[C@@H:36]([O:37]C(=O)C2C=CC=CC=2)[C@H:26]1[O:27]C(=O)C1C=CC=CC=1)(=[O:8])[C:2]1[CH:7]=[CH:6][CH:5]=[CH:4][CH:3]=1.[OH-].[Na+]. (5) Given the product [C:25]1([CH:24]2[O:22][N:21]=[C:1]([C:3]3[N:4]=[C:5]([CH:8]4[CH2:13][CH2:12][N:11]([C:14]([O:16][C:17]([CH3:20])([CH3:19])[CH3:18])=[O:15])[CH2:10][CH2:9]4)[S:6][CH:7]=3)[CH2:23]2)[CH:30]=[CH:29][CH:28]=[CH:27][CH:26]=1, predict the reactants needed to synthesize it. The reactants are: [CH:1]([C:3]1[N:4]=[C:5]([CH:8]2[CH2:13][CH2:12][N:11]([C:14]([O:16][C:17]([CH3:20])([CH3:19])[CH3:18])=[O:15])[CH2:10][CH2:9]2)[S:6][CH:7]=1)=O.[NH2:21][OH:22].[CH2:23]=[CH:24][C:25]1[CH:30]=[CH:29][CH:28]=[CH:27][CH:26]=1.Cl[O-].[Na+]. (6) Given the product [C:10]([CH2:11][CH2:12][NH:1][CH2:2][C:3]([CH3:9])([CH3:8])[C:4]([O:6][CH3:7])=[O:5])#[N:13], predict the reactants needed to synthesize it. The reactants are: [NH2:1][CH2:2][C:3]([CH3:9])([CH3:8])[C:4]([O:6][CH3:7])=[O:5].[C:10](#[N:13])[CH:11]=[CH2:12].